Task: Regression. Given a peptide amino acid sequence and an MHC pseudo amino acid sequence, predict their binding affinity value. This is MHC class I binding data.. Dataset: Peptide-MHC class I binding affinity with 185,985 pairs from IEDB/IMGT (1) The peptide sequence is VTRKCPQKKK. The MHC is HLA-A03:01 with pseudo-sequence HLA-A03:01. The binding affinity (normalized) is 0.318. (2) The peptide sequence is PQQLCTMERT. The MHC is HLA-A02:02 with pseudo-sequence HLA-A02:02. The binding affinity (normalized) is 0.0634. (3) The peptide sequence is ASPLYIPVI. The MHC is Mamu-A02 with pseudo-sequence Mamu-A02. The binding affinity (normalized) is 0.00299. (4) The peptide sequence is KVRGRLLAL. The MHC is BoLA-JSP.1 with pseudo-sequence BoLA-JSP.1. The binding affinity (normalized) is 0.0641. (5) The peptide sequence is TLKPGTMSV. The MHC is HLA-B15:17 with pseudo-sequence HLA-B15:17. The binding affinity (normalized) is 0.0847.